This data is from NCI-60 drug combinations with 297,098 pairs across 59 cell lines. The task is: Regression. Given two drug SMILES strings and cell line genomic features, predict the synergy score measuring deviation from expected non-interaction effect. (1) Drug 1: COC1=CC(=CC(=C1O)OC)C2C3C(COC3=O)C(C4=CC5=C(C=C24)OCO5)OC6C(C(C7C(O6)COC(O7)C8=CC=CS8)O)O. Drug 2: C1=NC2=C(N=C(N=C2N1C3C(C(C(O3)CO)O)O)F)N. Cell line: SNB-75. Synergy scores: CSS=29.2, Synergy_ZIP=-7.46, Synergy_Bliss=-0.892, Synergy_Loewe=-20.4, Synergy_HSA=-1.52. (2) Drug 1: COC1=CC(=CC(=C1O)OC)C2C3C(COC3=O)C(C4=CC5=C(C=C24)OCO5)OC6C(C(C7C(O6)COC(O7)C8=CC=CS8)O)O. Drug 2: C1=C(C(=O)NC(=O)N1)F. Cell line: MALME-3M. Synergy scores: CSS=42.7, Synergy_ZIP=0.666, Synergy_Bliss=1.27, Synergy_Loewe=4.68, Synergy_HSA=6.74. (3) Drug 1: CNC(=O)C1=CC=CC=C1SC2=CC3=C(C=C2)C(=NN3)C=CC4=CC=CC=N4. Drug 2: C1CCC(CC1)NC(=O)N(CCCl)N=O. Cell line: HL-60(TB). Synergy scores: CSS=26.6, Synergy_ZIP=-3.45, Synergy_Bliss=-4.51, Synergy_Loewe=-7.55, Synergy_HSA=-3.69. (4) Drug 1: CN(CC1=CN=C2C(=N1)C(=NC(=N2)N)N)C3=CC=C(C=C3)C(=O)NC(CCC(=O)O)C(=O)O. Drug 2: CS(=O)(=O)OCCCCOS(=O)(=O)C. Cell line: RPMI-8226. Synergy scores: CSS=57.4, Synergy_ZIP=-2.52, Synergy_Bliss=-2.25, Synergy_Loewe=-21.6, Synergy_HSA=0.516. (5) Drug 2: C1C(C(OC1N2C=NC3=C2NC=NCC3O)CO)O. Synergy scores: CSS=13.5, Synergy_ZIP=-4.11, Synergy_Bliss=-1.34, Synergy_Loewe=-9.98, Synergy_HSA=-1.42. Drug 1: CN(CC1=CN=C2C(=N1)C(=NC(=N2)N)N)C3=CC=C(C=C3)C(=O)NC(CCC(=O)O)C(=O)O. Cell line: MALME-3M.